This data is from Catalyst prediction with 721,799 reactions and 888 catalyst types from USPTO. The task is: Predict which catalyst facilitates the given reaction. (1) Product: [CH3:46][N:45]([CH3:47])[C:43](=[O:44])[CH2:42][NH:1][C@:2]12[CH2:37][CH2:36][C@@H:35]([C:38]([CH3:40])=[CH2:39])[C@@H:3]1[C@@H:4]1[C@@:17]([CH3:20])([CH2:18][CH2:19]2)[C@@:16]2([CH3:21])[C@@H:7]([C@:8]3([CH3:34])[C@@H:13]([CH2:14][CH2:15]2)[C:12]([CH3:23])([CH3:22])[C:11]([C:24]2[CH:25]=[CH:26][C:27]([C:28]([OH:30])=[O:29])=[CH:32][CH:33]=2)=[CH:10][CH2:9]3)[CH2:6][CH2:5]1. Reactant: [NH2:1][C@:2]12[CH2:37][CH2:36][C@@H:35]([C:38]([CH3:40])=[CH2:39])[C@@H:3]1[C@@H:4]1[C@@:17]([CH3:20])([CH2:18][CH2:19]2)[C@@:16]2([CH3:21])[C@@H:7]([C@:8]3([CH3:34])[C@@H:13]([CH2:14][CH2:15]2)[C:12]([CH3:23])([CH3:22])[C:11]([C:24]2[CH:33]=[CH:32][C:27]([C:28]([O:30]C)=[O:29])=[CH:26][CH:25]=2)=[CH:10][CH2:9]3)[CH2:6][CH2:5]1.Cl[CH2:42][C:43]([N:45]([CH3:47])[CH3:46])=[O:44].P([O-])([O-])([O-])=O.[K+].[K+].[K+].[I-].[K+]. The catalyst class is: 10. (2) Product: [Cl:1][C:2]1[CH:3]=[C:4]([NH:9][C:10]2[C:11]3[C:12](=[C:13]([F:18])[N:14]=[C:15]([F:17])[CH:16]=3)[O:19][C:24]=2[NH2:25])[CH:5]=[CH:6][C:7]=1[F:8]. The catalyst class is: 2. Reactant: [Cl:1][C:2]1[CH:3]=[C:4]([N:9]=[CH:10][C:11]2[CH:16]=[C:15]([F:17])[N:14]=[C:13]([F:18])[C:12]=2[OH:19])[CH:5]=[CH:6][C:7]=1[F:8].[Si]([C:24]#[N:25])(C)(C)C.[Si](OS(C(F)(F)F)(=O)=O)(C)(C)C. (3) Reactant: C([O:3][C:4](=[O:35])[C:5]([S:24]([C:27]1[CH:32]=[CH:31][C:30]([O:33][CH3:34])=[CH:29][CH:28]=1)(=[O:26])=[O:25])([CH2:15][CH2:16][CH2:17][C:18]1[CH:23]=[CH:22][CH:21]=[CH:20][CH:19]=1)[CH2:6][CH2:7][CH2:8][C:9]1[CH:14]=[CH:13][CH:12]=[CH:11][CH:10]=1)C. Product: [CH3:34][O:33][C:30]1[CH:29]=[CH:28][C:27]([S:24]([C:5]([CH2:6][CH2:7][CH2:8][C:9]2[CH:10]=[CH:11][CH:12]=[CH:13][CH:14]=2)([CH2:15][CH2:16][CH2:17][C:18]2[CH:19]=[CH:20][CH:21]=[CH:22][CH:23]=2)[C:4]([OH:35])=[O:3])(=[O:25])=[O:26])=[CH:32][CH:31]=1. The catalyst class is: 273. (4) Reactant: [CH3:1][C:2]1[CH:7]=[CH:6][C:5]([S:8](Cl)(=[O:10])=[O:9])=[CH:4][CH:3]=1.[NH2:12][C:13]1[CH:14]=[C:15]([CH:19]2[CH2:28][C:27]([CH3:30])([CH3:29])[C:26]3[C:21](=[CH:22][CH:23]=[C:24]([C:31]#[N:32])[CH:25]=3)[NH:20]2)[CH:16]=[CH:17][CH:18]=1.N1C=CC=CC=1. Product: [C:31]([C:24]1[CH:25]=[C:26]2[C:21](=[CH:22][CH:23]=1)[NH:20][CH:19]([C:15]1[CH:14]=[C:13]([NH:12][S:8]([C:5]3[CH:6]=[CH:7][C:2]([CH3:1])=[CH:3][CH:4]=3)(=[O:10])=[O:9])[CH:18]=[CH:17][CH:16]=1)[CH2:28][C:27]2([CH3:30])[CH3:29])#[N:32]. The catalyst class is: 4. (5) Reactant: [S:1]1[C:5]([NH:6][S:7]([C:10]2[CH:11]=[CH:12][C:13]3[N:18]([C:19]4[CH:24]=[CH:23][C:22]([C:25]([F:28])([F:27])[F:26])=[CH:21][C:20]=4[C:29]4[CH2:34][CH2:33][N:32](C(OC(C)(C)C)=O)[CH2:31][CH:30]=4)[CH2:17][CH2:16][O:15][C:14]=3[CH:42]=2)(=[O:9])=[O:8])=[N:4][CH:3]=[N:2]1. Product: [NH:32]1[CH2:31][CH:30]=[C:29]([C:20]2[CH:21]=[C:22]([C:25]([F:28])([F:27])[F:26])[CH:23]=[CH:24][C:19]=2[N:18]2[CH2:17][CH2:16][O:15][C:14]3[CH:42]=[C:10]([S:7]([NH:6][C:5]4[S:1][N:2]=[CH:3][N:4]=4)(=[O:9])=[O:8])[CH:11]=[CH:12][C:13]2=3)[CH2:34][CH2:33]1. The catalyst class is: 157. (6) Reactant: [I:1][C:2]1[CH:7]=[CH:6][C:5]([NH2:8])=[CH:4][CH:3]=1.N(OC(C)(C)C)=O.[N:16]([Si](C)(C)C)=[N+:17]=[N-]. The catalyst class is: 210. Product: [N:8]([C:5]1[CH:6]=[CH:7][C:2]([I:1])=[CH:3][CH:4]=1)=[N+:16]=[N-:17]. (7) Reactant: [Cl:1][C:2]1[CH:7]=[C:6]([O:8][CH3:9])[C:5]([CH3:10])=[CH:4][C:3]=1[C@H:11]([NH:13][S@@](C(C)(C)C)=O)[CH3:12].Cl. Product: [ClH:1].[Cl:1][C:2]1[CH:7]=[C:6]([O:8][CH3:9])[C:5]([CH3:10])=[CH:4][C:3]=1[C@H:11]([NH2:13])[CH3:12]. The catalyst class is: 5. (8) Reactant: [CH3:1][O:2][C:3]1[CH:8]=[CH:7][N:6]=[CH:5][C:4]=1[C:9]1[CH:10]=[C:11]2[C:15](=[CH:16][CH:17]=1)[N:14](COCC[Si](C)(C)C)[N:13]=[C:12]2[NH:26][C:27]1[N:31]([C:32]2[CH:37]=[CH:36][CH:35]=[CH:34][CH:33]=2)[C:30]2[CH:38]=[CH:39][C:40]([CH2:42][OH:43])=[CH:41][C:29]=2[N:28]=1.Cl. Product: [CH3:1][O:2][C:3]1[CH:8]=[CH:7][N:6]=[CH:5][C:4]=1[C:9]1[CH:10]=[C:11]2[C:15](=[CH:16][CH:17]=1)[NH:14][N:13]=[C:12]2[NH:26][C:27]1[N:31]([C:32]2[CH:33]=[CH:34][CH:35]=[CH:36][CH:37]=2)[C:30]2[CH:38]=[CH:39][C:40]([CH2:42][OH:43])=[CH:41][C:29]=2[N:28]=1. The catalyst class is: 8. (9) Reactant: C([BH3-])#N.[Na+].[NH2:5][C:6]1[CH:7]=[C:8]([CH:11]=[CH:12][C:13]=1[OH:14])[C:9]#[N:10].O=[C:16]1[CH2:21][CH2:20][N:19]([C:22]([O:24][C:25]([CH3:28])([CH3:27])[CH3:26])=[O:23])[CH2:18][CH2:17]1.C(O)(=O)C. Product: [C:9]([C:8]1[CH:11]=[CH:12][C:13]([OH:14])=[C:6]([NH:5][CH:16]2[CH2:21][CH2:20][N:19]([C:22]([O:24][C:25]([CH3:28])([CH3:27])[CH3:26])=[O:23])[CH2:18][CH2:17]2)[CH:7]=1)#[N:10]. The catalyst class is: 7. (10) Reactant: [CH2:1]([N:5]([CH3:12])[CH2:6][CH2:7][C:8]([CH3:11])([NH2:10])[CH3:9])[CH2:2][CH2:3][CH3:4].[C:13](ON1C(=O)CCC1=O)([O:15][CH2:16][C:17]1[CH:22]=[CH:21][CH:20]=[CH:19][CH:18]=1)=[O:14]. Product: [CH2:1]([N:5]([CH3:12])[CH2:6][CH2:7][C:8]([NH:10][C:13](=[O:14])[O:15][CH2:16][C:17]1[CH:22]=[CH:21][CH:20]=[CH:19][CH:18]=1)([CH3:11])[CH3:9])[CH2:2][CH2:3][CH3:4]. The catalyst class is: 1.